From a dataset of Full USPTO retrosynthesis dataset with 1.9M reactions from patents (1976-2016). Predict the reactants needed to synthesize the given product. Given the product [CH2:1]([N:8]1[CH2:13][CH2:12][O:11][C@H:10]([O:14][CH2:40][C:39]2[CH:42]=[C:43]([C:45]([F:47])([F:48])[F:46])[CH:44]=[C:37]([C:36]([F:35])([F:49])[F:50])[CH:38]=2)[C@@H:9]1[C:15]1[CH:20]=[CH:19][CH:18]=[CH:17][CH:16]=1)[C:2]1[CH:3]=[CH:4][CH:5]=[CH:6][CH:7]=1, predict the reactants needed to synthesize it. The reactants are: [CH2:1]([N:8]1[CH2:13][CH2:12][O:11][C:10](=[O:14])[C@@H:9]1[C:15]1[CH:20]=[CH:19][CH:18]=[CH:17][CH:16]=1)[C:2]1[CH:7]=[CH:6][CH:5]=[CH:4][CH:3]=1.C([BH-](C(CC)C)C(CC)C)(CC)C.[Li+].[F:35][C:36]([F:50])([F:49])[C:37]1[CH:38]=[C:39]([CH:42]=[C:43]([C:45]([F:48])([F:47])[F:46])[CH:44]=1)[CH2:40]O.C(=O)(O)[O-].[Na+].